From a dataset of CYP3A4 inhibition data for predicting drug metabolism from PubChem BioAssay. Regression/Classification. Given a drug SMILES string, predict its absorption, distribution, metabolism, or excretion properties. Task type varies by dataset: regression for continuous measurements (e.g., permeability, clearance, half-life) or binary classification for categorical outcomes (e.g., BBB penetration, CYP inhibition). Dataset: cyp3a4_veith. (1) The compound is CN(C)c1cc(=O)n2c(n1)SCCC2. The result is 0 (non-inhibitor). (2) The compound is CCCCN(C)CCCNC(=O)c1ccc(N2CCCC2=O)cc1. The result is 0 (non-inhibitor). (3) The drug is Cc1nc2cnc(N3CCNCC3)nc2n(Cc2cccs2)c1=O. The result is 1 (inhibitor). (4) The molecule is CC1(C)S[C@@H]2[C@H](NC(=O)[C@@H](N)c3ccc(O)cc3)C(=O)N2[C@H]1C(=O)O. The result is 0 (non-inhibitor). (5) The molecule is O=C(Nc1ccc2c(c1)OCCO2)c1cc2sccc2n1Cc1ccc(F)cc1. The result is 1 (inhibitor). (6) The drug is Cc1ccc(S(=O)(=O)N(CCCN2CCCC2=O)Cc2cc3c(C)ccc(C)c3[nH]c2=O)cc1. The result is 1 (inhibitor).